Dataset: NCI-60 drug combinations with 297,098 pairs across 59 cell lines. Task: Regression. Given two drug SMILES strings and cell line genomic features, predict the synergy score measuring deviation from expected non-interaction effect. (1) Drug 1: CC12CCC(CC1=CCC3C2CCC4(C3CC=C4C5=CN=CC=C5)C)O. Drug 2: C1CC(=O)NC(=O)C1N2C(=O)C3=CC=CC=C3C2=O. Cell line: SF-295. Synergy scores: CSS=4.49, Synergy_ZIP=-2.58, Synergy_Bliss=-2.34, Synergy_Loewe=-3.35, Synergy_HSA=-2.27. (2) Drug 1: CC12CCC(CC1=CCC3C2CCC4(C3CC=C4C5=CN=CC=C5)C)O. Drug 2: C1C(C(OC1N2C=NC3=C(N=C(N=C32)Cl)N)CO)O. Cell line: SK-MEL-5. Synergy scores: CSS=-3.84, Synergy_ZIP=0.421, Synergy_Bliss=-2.69, Synergy_Loewe=-5.72, Synergy_HSA=-5.25. (3) Drug 1: CC1=C(C=C(C=C1)C(=O)NC2=CC(=CC(=C2)C(F)(F)F)N3C=C(N=C3)C)NC4=NC=CC(=N4)C5=CN=CC=C5. Drug 2: CC(C)CN1C=NC2=C1C3=CC=CC=C3N=C2N. Cell line: SK-MEL-2. Synergy scores: CSS=6.77, Synergy_ZIP=1.47, Synergy_Bliss=-5.19, Synergy_Loewe=1.80, Synergy_HSA=-8.69. (4) Drug 1: C1=NC2=C(N=C(N=C2N1C3C(C(C(O3)CO)O)O)F)N. Drug 2: C#CCC(CC1=CN=C2C(=N1)C(=NC(=N2)N)N)C3=CC=C(C=C3)C(=O)NC(CCC(=O)O)C(=O)O. Cell line: A549. Synergy scores: CSS=44.4, Synergy_ZIP=1.73, Synergy_Bliss=-1.46, Synergy_Loewe=-12.1, Synergy_HSA=-2.14. (5) Drug 1: CC(C)(C#N)C1=CC(=CC(=C1)CN2C=NC=N2)C(C)(C)C#N. Drug 2: CN(CCCl)CCCl.Cl. Cell line: HCT-15. Synergy scores: CSS=39.3, Synergy_ZIP=-1.07, Synergy_Bliss=0.0526, Synergy_Loewe=-0.0524, Synergy_HSA=-0.00443.